This data is from Forward reaction prediction with 1.9M reactions from USPTO patents (1976-2016). The task is: Predict the product of the given reaction. (1) Given the reactants Br[C:2]1[CH:7]=[CH:6][C:5]([C:8]2[CH:13]=[CH:12][C:11]([O:14][CH2:15][CH2:16][CH:17]([CH3:24])[CH2:18][CH2:19][CH2:20][CH:21]([CH3:23])[CH3:22])=[CH:10][CH:9]=2)=[CH:4][CH:3]=1.C(=O)([O-])[O-].[Na+].[Na+].[F:31][C:32]1[C:37]([F:38])=[C:36]([O:39][CH2:40][CH2:41][CH2:42][CH2:43][CH2:44][CH2:45][CH2:46][CH3:47])[CH:35]=[CH:34][C:33]=1B(O)O, predict the reaction product. The product is: [CH3:24][CH:17]([CH2:18][CH2:19][CH2:20][CH:21]([CH3:23])[CH3:22])[CH2:16][CH2:15][O:14][C:11]1[CH:12]=[CH:13][C:8]([C:5]2[C:4]([C:33]3[CH:34]=[CH:35][C:36]([O:39][CH2:40][CH2:41][CH2:42][CH2:43][CH2:44][CH2:45][CH2:46][CH3:47])=[C:37]([F:38])[C:32]=3[F:31])=[CH:3][CH:2]=[CH:7][CH:6]=2)=[CH:9][CH:10]=1. (2) Given the reactants [Br:1][C:2]1[CH:3]=[CH:4][CH:5]=[C:6]2[C:28]=1[C:9]1([CH2:14][CH2:13][N:12]([C:15](=[O:27])[NH:16][CH:17]3[CH:24]4[CH2:25][CH:20]5[CH2:21][CH:22]([CH2:26][CH:18]3[CH2:19]5)[CH2:23]4)[CH2:11][CH2:10]1)[CH2:8][C:7]2=[CH:29][C:30]([O:32][CH2:33][CH3:34])=[O:31], predict the reaction product. The product is: [Br:1][C:2]1[CH:3]=[CH:4][CH:5]=[C:6]2[C:28]=1[C:9]1([CH2:10][CH2:11][N:12]([C:15](=[O:27])[NH:16][CH:17]3[CH:18]4[CH2:26][CH:22]5[CH2:21][CH:20]([CH2:25][CH:24]3[CH2:23]5)[CH2:19]4)[CH2:13][CH2:14]1)[CH2:8][CH:7]2[CH2:29][C:30]([O:32][CH2:33][CH3:34])=[O:31]. (3) Given the reactants [CH:1]([N:4]1[C:8]([C:9]2[S:10][C:11]3CC[O:14][C:15]4[CH:22]=[C:21](C=C)[CH:20]=[CH:19][C:16]=4[C:17]=3[N:18]=2)=[N:7][CH:6]=[N:5]1)([CH3:3])[CH3:2].C[N+]1([O-])[CH2:31][CH2:30][O:29][CH2:28][CH2:27]1.S([O-])([O-])=[O:34].[Na+].[Na+], predict the reaction product. The product is: [CH:1]([N:4]1[C:8]([C:9]2[S:10][C:11]3[CH2:31][CH2:30][O:29][C:28]4[CH:27]=[C:21]([CH:22]([OH:34])[CH2:15][OH:14])[CH:20]=[CH:19][C:16]=4[C:17]=3[N:18]=2)=[N:7][CH:6]=[N:5]1)([CH3:3])[CH3:2]. (4) The product is: [CH3:1][O:2][C:3]1[CH:8]=[CH:7][C:6]([C:9]2[N:10]=[C:11]([C:19]3[CH:24]=[CH:23][CH:22]=[CH:21][CH:20]=3)[NH:12][C:13]=2[C:14]([NH2:25])=[O:16])=[CH:5][CH:4]=1. Given the reactants [CH3:1][O:2][C:3]1[CH:8]=[CH:7][C:6]([C:9]2[N:10]=[C:11]([C:19]3[CH:24]=[CH:23][CH:22]=[CH:21][CH:20]=3)[NH:12][C:13]=2[C:14]([O:16]CC)=O)=[CH:5][CH:4]=1.[NH3:25], predict the reaction product.